From a dataset of Forward reaction prediction with 1.9M reactions from USPTO patents (1976-2016). Predict the product of the given reaction. (1) Given the reactants [H-].[Na+].[CH3:3]S(C)=O.[I-].C[S+](C)C.[CH:12]1([C:18]2[S:19][CH:20]=[C:21]([C:31]3[CH:36]=[CH:35][C:34]([Cl:37])=[CH:33][C:32]=3[Cl:38])[C:22]=2[C:23]([C:25]2[CH:26]=[N:27][CH:28]=[CH:29][CH:30]=2)=[O:24])[CH2:17][CH2:16][CH2:15][CH2:14][CH2:13]1, predict the reaction product. The product is: [CH:12]1([C:18]2[S:19][CH:20]=[C:21]([C:31]3[CH:36]=[CH:35][C:34]([Cl:37])=[CH:33][C:32]=3[Cl:38])[C:22]=2[C:23]2([C:25]3[CH:26]=[N:27][CH:28]=[CH:29][CH:30]=3)[CH2:3][O:24]2)[CH2:13][CH2:14][CH2:15][CH2:16][CH2:17]1. (2) Given the reactants [F:1][C:2]1[CH:7]=[C:6]([F:8])[CH:5]=[CH:4][C:3]=1[NH:9][N:10]=[CH:11][C:12]1[C:17](Br)=[CH:16][C:15]([CH3:19])=[CH:14][C:13]=1[Br:20].P([O-])([O-])([O-])=O.[K+].[K+].[K+], predict the reaction product. The product is: [Br:20][C:13]1[CH:14]=[C:15]([CH3:19])[CH:16]=[C:17]2[C:12]=1[CH:11]=[N:10][N:9]2[C:3]1[CH:4]=[CH:5][C:6]([F:8])=[CH:7][C:2]=1[F:1].